Dataset: Full USPTO retrosynthesis dataset with 1.9M reactions from patents (1976-2016). Task: Predict the reactants needed to synthesize the given product. (1) Given the product [CH3:11][C:9]1[CH:8]=[C:4]([CH:3]=[C:2]([CH3:1])[N:10]=1)[C:5]([O:7][CH3:17])=[O:6], predict the reactants needed to synthesize it. The reactants are: [CH3:1][C:2]1[CH:3]=[C:4]([CH:8]=[C:9]([CH3:11])[N:10]=1)[C:5]([OH:7])=[O:6].S(=O)(=O)(O)O.[C:17]([O-])(O)=O.[Na+]. (2) Given the product [F:1][C:2]1[CH:7]=[CH:6][C:5]([S:8]([C:11]2[CH:12]=[CH:13][C:14]([CH2:21][CH2:22][CH3:23])=[C:15]([S:17]([NH:32][CH2:31][CH2:30][CH:27]3[CH2:28][CH2:29][O:24][CH2:25][CH2:26]3)(=[O:19])=[O:18])[CH:16]=2)(=[O:10])=[O:9])=[CH:4][CH:3]=1, predict the reactants needed to synthesize it. The reactants are: [F:1][C:2]1[CH:7]=[CH:6][C:5]([S:8]([C:11]2[CH:12]=[CH:13][C:14]([CH2:21][CH2:22][CH3:23])=[C:15]([S:17](Cl)(=[O:19])=[O:18])[CH:16]=2)(=[O:10])=[O:9])=[CH:4][CH:3]=1.[O:24]1[CH2:29][CH2:28][CH:27]([CH2:30][CH2:31][NH2:32])[CH2:26][CH2:25]1. (3) Given the product [CH3:28][N:29]([C:2]1[C:11]2[C:6](=[CH:7][CH:8]=[C:9]([S:12][C:13]3[N:17]4[CH:18]=[C:19]([C:22]5[CH:23]=[N:24][N:25]([CH3:27])[CH:26]=5)[CH:20]=[CH:21][C:16]4=[N:15][N:14]=3)[CH:10]=2)[N:5]=[CH:4][CH:3]=1)[CH2:30][CH2:31][OH:32], predict the reactants needed to synthesize it. The reactants are: Cl[C:2]1[C:11]2[C:6](=[CH:7][CH:8]=[C:9]([S:12][C:13]3[N:17]4[CH:18]=[C:19]([C:22]5[CH:23]=[N:24][N:25]([CH3:27])[CH:26]=5)[CH:20]=[CH:21][C:16]4=[N:15][N:14]=3)[CH:10]=2)[N:5]=[CH:4][CH:3]=1.[CH3:28][NH:29][CH2:30][CH2:31][OH:32]. (4) The reactants are: Br[C:2]1[N:7]2[N:8]=[CH:9][N:10]=[C:6]2[C:5]([NH:11][C:12]2[CH:17]=[CH:16][C:15]([N:18]3[CH2:23][CH2:22][O:21][CH2:20][CH2:19]3)=[CH:14][CH:13]=2)=[N:4][CH:3]=1.CC1(C)C(C)(C)OB([C:32]2[CH:36]=[CH:35][S:34][CH:33]=2)O1. Given the product [N:18]1([C:15]2[CH:16]=[CH:17][C:12]([NH:11][C:5]3[C:6]4[N:7]([N:8]=[CH:9][N:10]=4)[C:2]([C:32]4[CH:36]=[CH:35][S:34][CH:33]=4)=[CH:3][N:4]=3)=[CH:13][CH:14]=2)[CH2:23][CH2:22][O:21][CH2:20][CH2:19]1, predict the reactants needed to synthesize it. (5) The reactants are: [NH:1]1[CH2:6][CH2:5][CH2:4][CH2:3][C@H:2]1[C:7]([OH:9])=[O:8].C([O-])([O-])=O.[Na+].[Na+].[C:16](Cl)([O:18][CH2:19][CH:20]1[C:32]2[C:27](=[CH:28][CH:29]=[CH:30][CH:31]=2)[C:26]2[C:21]1=[CH:22][CH:23]=[CH:24][CH:25]=2)=[O:17]. Given the product [CH:31]1[C:32]2[CH:20]([CH2:19][O:18][C:16]([N:1]3[CH2:6][CH2:5][CH2:4][CH2:3][C@H:2]3[C:7]([OH:9])=[O:8])=[O:17])[C:21]3[C:26](=[CH:25][CH:24]=[CH:23][CH:22]=3)[C:27]=2[CH:28]=[CH:29][CH:30]=1, predict the reactants needed to synthesize it. (6) Given the product [NH2:1][C:4]1[CH:9]=[CH:8][C:7]([C:10]2[O:14][C:13]([N:15]([CH2:23][CH2:24][CH2:25][N:26]3[CH2:27][CH2:28][CH2:29][CH2:30][CH2:31]3)[C:16](=[O:22])[O:17][C:18]([CH3:20])([CH3:21])[CH3:19])=[N:12][N:11]=2)=[CH:6][CH:5]=1, predict the reactants needed to synthesize it. The reactants are: [N+:1]([C:4]1[CH:9]=[CH:8][C:7]([C:10]2[O:14][C:13]([N:15]([CH2:23][CH2:24][CH2:25][N:26]3[CH2:31][CH2:30][CH2:29][CH2:28][CH2:27]3)[C:16](=[O:22])[O:17][C:18]([CH3:21])([CH3:20])[CH3:19])=[N:12][N:11]=2)=[CH:6][CH:5]=1)([O-])=O. (7) Given the product [C:17]([O:21][C:22](=[O:33])[C@H:23]([CH2:25][C:26]1[CH:31]=[CH:30][C:29]([OH:32])=[CH:28][CH:27]=1)[NH:24][C:14](=[O:16])[C@@H:9]1[CH2:10][CH2:11][C:12](=[O:13])[N:8]1[CH2:1][C:2]1[CH:3]=[CH:4][CH:5]=[CH:6][CH:7]=1)([CH3:20])([CH3:18])[CH3:19], predict the reactants needed to synthesize it. The reactants are: [CH2:1]([N:8]1[C:12](=[O:13])[CH2:11][CH2:10][C@H:9]1[C:14]([OH:16])=O)[C:2]1[CH:7]=[CH:6][CH:5]=[CH:4][CH:3]=1.[C:17]([O:21][C:22](=[O:33])[C@H:23]([CH2:25][C:26]1[CH:31]=[CH:30][C:29]([OH:32])=[CH:28][CH:27]=1)[NH2:24])([CH3:20])([CH3:19])[CH3:18].F[P-](F)(F)(F)(F)F.N1(O[P+](N(C)C)(N(C)C)N(C)C)C2C=CC=CC=2N=N1.C(N(CC)CC)C. (8) Given the product [OH:22][CH:21]([CH:14]1[CH2:15][CH2:16][CH2:17][CH2:18][C:13]1=[O:19])[C:20]([O:24][CH2:25][CH3:26])=[O:23], predict the reactants needed to synthesize it. The reactants are: C(NC(C)C)(C)C.C([Li])CCC.[C:13]1(=[O:19])[CH2:18][CH2:17][CH2:16][CH2:15][CH2:14]1.[C:20]([O:24][CH2:25][CH3:26])(=[O:23])[CH:21]=[O:22]. (9) The reactants are: [C:1]([C:3]1[C:11]2[N:10]([CH3:12])[C:9]([NH:13][C:14]3[C:19]([Cl:20])=[CH:18][CH:17]=[CH:16][C:15]=3[Cl:21])=[N:8][C:7]=2[CH:6]=[CH:5][C:4]=1[C:22]1(C(OCC)=O)[CH2:26][CH2:25][CH2:24][C:23]1=O)#[N:2].C(O)(=[O:35])C.OS(O)(=O)=O. Given the product [Cl:21][C:15]1[CH:16]=[CH:17][CH:18]=[C:19]([Cl:20])[C:14]=1[NH:13][C:9]1[N:10]([CH3:12])[C:11]2[C:3]3[C:1](=[O:35])[NH:2][C:26]4[CH2:25][CH2:24][CH2:23][C:22]=4[C:4]=3[CH:5]=[CH:6][C:7]=2[N:8]=1, predict the reactants needed to synthesize it.